From a dataset of NCI-60 drug combinations with 297,098 pairs across 59 cell lines. Regression. Given two drug SMILES strings and cell line genomic features, predict the synergy score measuring deviation from expected non-interaction effect. (1) Drug 1: COC1=C(C=C2C(=C1)N=CN=C2NC3=CC(=C(C=C3)F)Cl)OCCCN4CCOCC4. Drug 2: C1CC(C1)(C(=O)O)C(=O)O.[NH2-].[NH2-].[Pt+2]. Cell line: BT-549. Synergy scores: CSS=33.0, Synergy_ZIP=-4.45, Synergy_Bliss=4.67, Synergy_Loewe=-16.8, Synergy_HSA=7.32. (2) Cell line: MALME-3M. Drug 2: C(CCl)NC(=O)N(CCCl)N=O. Synergy scores: CSS=-0.732, Synergy_ZIP=0.645, Synergy_Bliss=-0.504, Synergy_Loewe=-4.01, Synergy_HSA=-3.64. Drug 1: C1CCC(C1)C(CC#N)N2C=C(C=N2)C3=C4C=CNC4=NC=N3. (3) Drug 1: C1=C(C(=O)NC(=O)N1)N(CCCl)CCCl. Drug 2: CS(=O)(=O)OCCCCOS(=O)(=O)C. Cell line: MALME-3M. Synergy scores: CSS=5.34, Synergy_ZIP=-6.26, Synergy_Bliss=-5.86, Synergy_Loewe=-17.0, Synergy_HSA=-7.36. (4) Drug 2: CC(C)(C#N)C1=CC(=CC(=C1)CN2C=NC=N2)C(C)(C)C#N. Synergy scores: CSS=9.58, Synergy_ZIP=-3.68, Synergy_Bliss=-2.00, Synergy_Loewe=-3.24, Synergy_HSA=-1.66. Cell line: ACHN. Drug 1: CN(C)N=NC1=C(NC=N1)C(=O)N. (5) Synergy scores: CSS=29.5, Synergy_ZIP=-4.63, Synergy_Bliss=-7.40, Synergy_Loewe=-19.5, Synergy_HSA=-5.15. Cell line: HCT-15. Drug 1: C1=CC(=CC=C1CCC2=CNC3=C2C(=O)NC(=N3)N)C(=O)NC(CCC(=O)O)C(=O)O. Drug 2: C1CC(C1)(C(=O)O)C(=O)O.[NH2-].[NH2-].[Pt+2].